The task is: Predict the reactants needed to synthesize the given product.. This data is from Full USPTO retrosynthesis dataset with 1.9M reactions from patents (1976-2016). (1) Given the product [F:21][C:18]1[CH:17]=[CH:16][C:15]2[N:14]=[CH:13][C:12](=[O:22])[N:11]3[CH2:10][CH:9]([CH2:8][N:5]4[CH2:4][CH2:3][CH:2]([NH:1][CH2:23][C:25]5[N:41]=[CH:40][C:28]6[O:29][CH2:30][CH2:31][N:32]([C:33]([O:35][C:36]([CH3:37])([CH3:39])[CH3:38])=[O:34])[C:27]=6[CH:26]=5)[CH2:7][CH2:6]4)[C:19]=1[C:20]=23, predict the reactants needed to synthesize it. The reactants are: [NH2:1][CH:2]1[CH2:7][CH2:6][N:5]([CH2:8][CH:9]2[C:19]3[C:20]4[N:11]([C:12](=[O:22])[CH:13]=[N:14][C:15]=4[CH:16]=[CH:17][C:18]=3[F:21])[CH2:10]2)[CH2:4][CH2:3]1.[CH:23]([C:25]1[N:41]=[CH:40][C:28]2[O:29][CH2:30][CH2:31][N:32]([C:33]([O:35][C:36]([CH3:39])([CH3:38])[CH3:37])=[O:34])[C:27]=2[CH:26]=1)=O.C(O[BH-](OC(=O)C)OC(=O)C)(=O)C.[Na+]. (2) Given the product [CH3:10][N:1]1[CH2:6][CH2:5][CH:4]([C:7]([OH:9])=[O:8])[CH2:3][CH2:2]1, predict the reactants needed to synthesize it. The reactants are: [NH:1]1[CH2:6][CH2:5][CH:4]([C:7]([OH:9])=[O:8])[CH2:3][CH2:2]1.[CH:10](O)=O.